Dataset: Forward reaction prediction with 1.9M reactions from USPTO patents (1976-2016). Task: Predict the product of the given reaction. (1) Given the reactants [N+:1]([O-:4])(O)=[O:2].S(=O)(=O)(O)O.[I:10][C:11]1[CH:16]=[CH:15][N:14]=[C:13]2[O:17][CH2:18][CH2:19][C:12]=12, predict the reaction product. The product is: [I:10][C:11]1[C:16]([N+:1]([O-:4])=[O:2])=[CH:15][N:14]=[C:13]2[O:17][CH2:18][CH2:19][C:12]=12. (2) Given the reactants COC(C1C=C(O)C2C(=C(OCC3C=CC=CC=3)C=C(C#CCOCC3C=CC=CC=3)C=2)N=1)=O.[CH3:35][O:36][C:37]([C:39]1[CH:48]=[C:47]([O:49]CC2C=CC=CC=2)[C:46]2[C:41](=[C:42]([C:57]#[C:58][C:59]3[CH:64]=[CH:63][CH:62]=[CH:61][CH:60]=3)[CH:43]=[CH:44][CH:45]=2)[N:40]=1)=[O:38], predict the reaction product. The product is: [CH3:35][O:36][C:37]([C:39]1[CH:48]=[C:47]([OH:49])[C:46]2[C:41](=[C:42]([CH2:57][CH2:58][C:59]3[CH:64]=[CH:63][CH:62]=[CH:61][CH:60]=3)[CH:43]=[CH:44][CH:45]=2)[N:40]=1)=[O:38]. (3) Given the reactants [CH3:1][C:2]1[C:7]([CH3:8])=[CH:6][CH:5]=[CH:4][C:3]=1[CH:9]([C:11]1[NH:12][CH:13]=[CH:14][N:15]=1)[CH3:10].C(N(CC)CC)C.[CH3:23][N:24]([CH3:29])[S:25](Cl)(=[O:27])=[O:26], predict the reaction product. The product is: [CH3:1][C:2]1[C:7]([CH3:8])=[CH:6][CH:5]=[CH:4][C:3]=1[CH:9]([C:11]1[N:15]([S:25]([N:24]([CH3:29])[CH3:23])(=[O:27])=[O:26])[CH:14]=[CH:13][N:12]=1)[CH3:10]. (4) Given the reactants C[O:2][C:3]1[CH:4]=[C:5]([CH2:11][CH2:12][C:13]2[CH:18]=[CH:17][C:16]([NH:19][C:20]3[CH:28]=[CH:27][CH:26]=[CH:25][C:21]=3[C:22]([OH:24])=[O:23])=[CH:15][CH:14]=2)[CH:6]=[CH:7][C:8]=1[O:9]C.B(Br)(Br)Br, predict the reaction product. The product is: [OH:2][C:3]1[CH:4]=[C:5]([CH2:11][CH2:12][C:13]2[CH:18]=[CH:17][C:16]([NH:19][C:20]3[CH:28]=[CH:27][CH:26]=[CH:25][C:21]=3[C:22]([OH:24])=[O:23])=[CH:15][CH:14]=2)[CH:6]=[CH:7][C:8]=1[OH:9]. (5) Given the reactants [Cl:1][C:2]1[CH:10]=[C:9]2[C:5]([CH:6]=[C:7]([CH:18]=[O:19])[N:8]2[C:11]2[CH:16]=[CH:15][CH:14]=[C:13]([F:17])[CH:12]=2)=[CH:4][CH:3]=1.[CH3:20][Mg]Br.CCOCC, predict the reaction product. The product is: [Cl:1][C:2]1[CH:10]=[C:9]2[C:5]([CH:6]=[C:7]([CH:18]([OH:19])[CH3:20])[N:8]2[C:11]2[CH:16]=[CH:15][CH:14]=[C:13]([F:17])[CH:12]=2)=[CH:4][CH:3]=1. (6) Given the reactants F[C:2]1[CH:7]=[CH:6][C:5]([N+:8]([O-:10])=[O:9])=[CH:4][C:3]=1[N:11]1[C:15](=[O:16])[NH:14][N:13]=[N:12]1.Cl.[OH:18][CH:19]1[CH2:22][NH:21][CH2:20]1.[CH3:23]CN(C(C)C)C(C)C, predict the reaction product. The product is: [OH:18][CH:19]1[CH2:22][N:21]([C:2]2[CH:7]=[CH:6][C:5]([N+:8]([O-:10])=[O:9])=[CH:4][C:3]=2[N:11]2[C:15](=[O:16])[N:14]([CH3:23])[N:13]=[N:12]2)[CH2:20]1. (7) Given the reactants C[O:2][C:3]([C:5]1[CH:6]=[C:7]2[C:11](=[CH:12][CH:13]=1)[CH2:10][CH2:9][CH:8]2[NH:14][C:15]([O:17][C:18]([CH3:21])([CH3:20])[CH3:19])=[O:16])=[O:4].O.[OH-].[Li+], predict the reaction product. The product is: [C:18]([O:17][C:15]([NH:14][CH:8]1[C:7]2[C:11](=[CH:12][CH:13]=[C:5]([C:3]([OH:4])=[O:2])[CH:6]=2)[CH2:10][CH2:9]1)=[O:16])([CH3:21])([CH3:19])[CH3:20]. (8) Given the reactants C(OC([N:11]1[CH2:20][CH2:19][C:18]2[C:13](=[CH:14][C:15]([O:21][CH2:22][CH2:23][C:24]3([C:36]#[N:37])[CH2:29][CH2:28][N:27]([C:30]4[CH:35]=[CH:34][N:33]=[CH:32][CH:31]=4)[CH2:26][CH2:25]3)=[CH:16][CH:17]=2)[CH2:12]1)=O)C1C=CC=CC=1.C([O-])=O.[NH4+], predict the reaction product. The product is: [C:36]([C:24]1([CH2:23][CH2:22][O:21][C:15]2[CH:14]=[C:13]3[C:18]([CH2:19][CH2:20][NH:11][CH2:12]3)=[CH:17][CH:16]=2)[CH2:25][CH2:26][N:27]([C:30]2[CH:31]=[CH:32][N:33]=[CH:34][CH:35]=2)[CH2:28][CH2:29]1)#[N:37]. (9) Given the reactants [CH3:1][C:2]1([CH3:26])[CH2:7][CH2:6][C:5]([C:8]2[C:9]([C:20](=[O:25])[C:21]([O:23][CH3:24])=[O:22])=[C:10]([CH3:19])[S:11][C:12]=2[C:13]2[CH:18]=[CH:17][N:16]=[CH:15][CH:14]=2)=[CH:4][CH2:3]1.[BH4-].[BH4-].[BH4-].[BH4-].[Na+].[Na+].[Na+].[Na+].O1CCC[CH2:36]1, predict the reaction product. The product is: [CH3:1][C:2]1([CH3:26])[CH2:7][CH2:6][C:5]([C:8]2[C:9]([CH:20]([OH:25])[C:21]([O:23][CH2:24][CH3:36])=[O:22])=[C:10]([CH3:19])[S:11][C:12]=2[C:13]2[CH:14]=[CH:15][N:16]=[CH:17][CH:18]=2)=[CH:4][CH2:3]1. (10) Given the reactants [CH3:1][C:2]1[N:6]([C:7]([C:20]2[CH:25]=[CH:24][CH:23]=[CH:22][CH:21]=2)([C:14]2[CH:19]=[CH:18][CH:17]=[CH:16][CH:15]=2)[C:8]2[CH:13]=[CH:12][CH:11]=[CH:10][CH:9]=2)[CH:5]=[N:4][C:3]=1[C:26](=[O:37])[C:27]#[C:28][CH2:29][O:30][CH:31]1[CH2:36][CH2:35][CH2:34][CH2:33][O:32]1, predict the reaction product. The product is: [CH3:1][C:2]1[N:6]([C:7]([C:14]2[CH:15]=[CH:16][CH:17]=[CH:18][CH:19]=2)([C:20]2[CH:25]=[CH:24][CH:23]=[CH:22][CH:21]=2)[C:8]2[CH:9]=[CH:10][CH:11]=[CH:12][CH:13]=2)[CH:5]=[N:4][C:3]=1[C:26](=[O:37])[CH2:27][CH2:28][CH2:29][O:30][CH:31]1[CH2:36][CH2:35][CH2:34][CH2:33][O:32]1.